From a dataset of Peptide-MHC class I binding affinity with 185,985 pairs from IEDB/IMGT. Regression. Given a peptide amino acid sequence and an MHC pseudo amino acid sequence, predict their binding affinity value. This is MHC class I binding data. (1) The peptide sequence is WYAQIQPHWI. The MHC is HLA-A24:02 with pseudo-sequence HLA-A24:02. The binding affinity (normalized) is 0.640. (2) The peptide sequence is YLNGGRRGY. The MHC is HLA-A02:16 with pseudo-sequence HLA-A02:16. The binding affinity (normalized) is 0.196. (3) The peptide sequence is KSYEHQTPF. The MHC is HLA-A30:01 with pseudo-sequence HLA-A30:01. The binding affinity (normalized) is 0.294. (4) The peptide sequence is TLMNVITLV. The MHC is HLA-A01:01 with pseudo-sequence HLA-A01:01. The binding affinity (normalized) is 0.0847. (5) The MHC is HLA-A03:01 with pseudo-sequence HLA-A03:01. The binding affinity (normalized) is 0.281. The peptide sequence is KFLWEWASAR. (6) The peptide sequence is RVPTVFHKK. The MHC is HLA-A29:02 with pseudo-sequence HLA-A29:02. The binding affinity (normalized) is 0.0847. (7) The peptide sequence is YMLSWGKEA. The MHC is HLA-B27:03 with pseudo-sequence HLA-B27:03. The binding affinity (normalized) is 0.0847. (8) The peptide sequence is SQIFNIISYI. The MHC is HLA-A30:02 with pseudo-sequence HLA-A30:02. The binding affinity (normalized) is 0.398. (9) The peptide sequence is DLEKYNLAF. The MHC is HLA-A02:12 with pseudo-sequence HLA-A02:12. The binding affinity (normalized) is 0.0847.